From a dataset of Reaction yield outcomes from USPTO patents with 853,638 reactions. Predict the reaction yield, written as a fraction of the theoretical maximum amount of product (1.0 means a 100% yield; for example, 0.34 means a 34% yield). (1) The reactants are [N+:1]([C:4]1[CH:8]=[C:7]([C:9]([OH:11])=O)[NH:6][N:5]=1)([O-:3])=[O:2].Cl.[CH3:13][NH:14][O:15][CH3:16].CN(C(ON1N=NC2C=CC=NC1=2)=[N+](C)C)C.F[P-](F)(F)(F)(F)F.C(N(CC)CC)C. The catalyst is ClCCl. The product is [CH3:16][O:15][N:14]([CH3:13])[C:9]([C:7]1[NH:6][N:5]=[C:4]([N+:1]([O-:3])=[O:2])[CH:8]=1)=[O:11]. The yield is 0.800. (2) The reactants are [C:1]1(B(O)O)[CH:6]=[CH:5][CH:4]=[CH:3][CH:2]=1.[C:10]1([C:16]#[C:17][C:18]2[CH:23]=[CH:22][CH:21]=[CH:20][CH:19]=2)[CH:15]=[CH:14][CH:13]=[CH:12][CH:11]=1.C1C=CC(P(C2C=CC=CC=2)C2C=CC=CC=2)=CC=1. The catalyst is C1COCC1.C1CC=CCCC=C1.C1CC=CCCC=C1.[Ni]. The product is [C:10]1([CH:16]=[C:17]([C:1]2[CH:6]=[CH:5][CH:4]=[CH:3][CH:2]=2)[C:18]2[CH:19]=[CH:20][CH:21]=[CH:22][CH:23]=2)[CH:15]=[CH:14][CH:13]=[CH:12][CH:11]=1. The yield is 0.780. (3) The reactants are [Br:1][C:2]1[N:6]=[C:5]([NH2:7])[S:4][N:3]=1.CC([O-])(C)C.[K+].[CH3:14][C:15]([O:18][C:19](O[C:19]([O:18][C:15]([CH3:17])([CH3:16])[CH3:14])=[O:20])=[O:20])([CH3:17])[CH3:16].O. The catalyst is C1COCC1. The product is [Br:1][C:2]1[N:6]=[C:5]([NH:7][C:19](=[O:20])[O:18][C:15]([CH3:17])([CH3:16])[CH3:14])[S:4][N:3]=1. The yield is 0.362. (4) The reactants are [N:1]1[C:10]2[CH:9]([NH:11][CH2:12][CH2:13][CH2:14][CH2:15][N:16]3[C:24](=[O:25])[C:23]4[C:18](=[CH:19][CH:20]=[CH:21][CH:22]=4)[C:17]3=[O:26])[CH2:8][CH2:7][CH2:6][C:5]=2[CH:4]=[CH:3][CH:2]=1.C(O[BH-](O[C:37](=O)[CH3:38])OC(=O)C)(=O)C.[Na+]. The catalyst is C(Cl)Cl. The product is [CH2:2]([N:1]1[CH:10]=[C:9]([CH3:8])[N:11]=[C:37]1[CH2:38][N:11]([CH:9]1[C:10]2[N:1]=[CH:2][CH:3]=[CH:4][C:5]=2[CH2:6][CH2:7][CH2:8]1)[CH2:12][CH2:13][CH2:14][CH2:15][N:16]1[C:24](=[O:25])[C:23]2[C:18](=[CH:19][CH:20]=[CH:21][CH:22]=2)[C:17]1=[O:26])[CH:3]=[CH2:4]. The yield is 0.310. (5) The reactants are F[C:2]1[CH:17]=[C:16]([C:18]([F:21])([F:20])[F:19])[CH:15]=[CH:14][C:3]=1[C:4]([NH:6][C:7]1[CH:12]=[CH:11][NH:10][C:9](=[O:13])[CH:8]=1)=[O:5].[F:22][C:23]1[CH:28]=[CH:27][C:26]([OH:29])=[C:25]([CH2:30][OH:31])[CH:24]=1.C(=O)([O-])[O-].[Cs+].[Cs+]. The catalyst is CN1C(=O)CCC1. The product is [F:22][C:23]1[CH:28]=[CH:27][C:26]([OH:29])=[C:25]([CH:24]=1)[CH2:30][O:31][C:2]1[CH:17]=[C:16]([C:18]([F:21])([F:20])[F:19])[CH:15]=[CH:14][C:3]=1[C:4]([NH:6][C:7]1[CH:12]=[CH:11][NH:10][C:9](=[O:13])[CH:8]=1)=[O:5]. The yield is 0.0300. (6) The reactants are [NH2:1][C:2]1[NH:7][C:6](=[S:8])[C:5]([C:9]#[N:10])=[C:4]([C:11]2[O:12][CH:13]=[CH:14][CH:15]=2)[C:3]=1[C:16]#[N:17].[CH3:18][O-].[Na+].CI. The catalyst is CO. The product is [NH2:1][C:2]1[C:3]([C:16]#[N:17])=[C:4]([C:11]2[O:12][CH:13]=[CH:14][CH:15]=2)[C:5]([C:9]#[N:10])=[C:6]([S:8][CH3:18])[N:7]=1. The yield is 0.610. (7) The reactants are [C:1](Cl)(=[O:3])[CH3:2].[NH2:5][C:6]1[N:15]=[CH:14][C:13]2[C:12]([S:16][CH3:17])=[N:11][CH:10]=[N:9][C:8]=2[CH:7]=1.CCN(CC)CC.O. The catalyst is C1COCC1. The product is [C:1]([NH:5][C:6]1[N:15]=[CH:14][C:13]2[C:12]([S:16][CH3:17])=[N:11][CH:10]=[N:9][C:8]=2[CH:7]=1)(=[O:3])[CH3:2]. The yield is 0.490.